From a dataset of Reaction yield outcomes from USPTO patents with 853,638 reactions. Predict the reaction yield, written as a fraction of the theoretical maximum amount of product (1.0 means a 100% yield; for example, 0.34 means a 34% yield). The reactants are [Br:1][C:2]1[C:3](=[O:19])[NH:4][C:5](=[O:18])[N:6]([CH2:9][C:10]2[C:15]([F:16])=[CH:14][CH:13]=[CH:12][C:11]=2[F:17])[C:7]=1[CH3:8].[C:20]([O:24][C:25](=[O:36])[NH:26][C@H:27]([C:30]1[CH:35]=[CH:34][CH:33]=[CH:32][CH:31]=1)[CH2:28]O)([CH3:23])([CH3:22])[CH3:21].C1(P(C2C=CC=CC=2)C2C=CC=CC=2)C=CC=CC=1.CCOC(/N=N/C(OCC)=O)=O. The catalyst is O1CCCC1. The product is [C:20]([O:24][C:25](=[O:36])[NH:26][C@H:27]([C:30]1[CH:31]=[CH:32][CH:33]=[CH:34][CH:35]=1)[CH2:28][N:4]1[C:3](=[O:19])[C:2]([Br:1])=[C:7]([CH3:8])[N:6]([CH2:9][C:10]2[C:11]([F:17])=[CH:12][CH:13]=[CH:14][C:15]=2[F:16])[C:5]1=[O:18])([CH3:21])([CH3:22])[CH3:23]. The yield is 0.490.